From a dataset of Reaction yield outcomes from USPTO patents with 853,638 reactions. Predict the reaction yield, written as a fraction of the theoretical maximum amount of product (1.0 means a 100% yield; for example, 0.34 means a 34% yield). (1) The reactants are [NH2:1][C:2]1[CH:7]=[C:6]([O:8][CH3:9])[C:5]([O:10][CH3:11])=[CH:4][C:3]=1[C:12]1[CH:13]=[C:14]2[C:19](=[CH:20][CH:21]=1)[CH:18]=[C:17]([O:22][CH3:23])[C:16]([O:24][CH3:25])=[CH:15]2.[N:26]([O-])=O.[Na+].O.C(Cl)(Cl)Cl. The catalyst is C(O)(=O)C.Cl.C(OCC)(=O)C. The product is [CH3:23][O:22][C:17]1[C:16]([O:24][CH3:25])=[CH:15][C:14]2[C:19]([CH:18]=1)=[CH:20][CH:21]=[C:12]1[C:13]=2[N:26]=[N:1][C:2]2[CH:7]=[C:6]([O:8][CH3:9])[C:5]([O:10][CH3:11])=[CH:4][C:3]1=2. The yield is 0.440. (2) The reactants are [OH:1][C:2]1[CH:3]=[C:4]([CH:7]=[CH:8][CH:9]=1)[CH:5]=O.[CH3:10][C:11]([CH3:13])=[O:12].[OH-:14].[Na+].Cl. The catalyst is C(O)C.O. The product is [OH:1][C:2]1[CH:3]=[C:4]([CH:5]=[CH:7][C:8](=[O:14])[CH:9]=[CH:2][C:3]2[CH:4]=[CH:5][CH:13]=[C:11]([OH:12])[CH:10]=2)[CH:7]=[CH:8][CH:9]=1. The yield is 0.190.